This data is from Full USPTO retrosynthesis dataset with 1.9M reactions from patents (1976-2016). The task is: Predict the reactants needed to synthesize the given product. Given the product [ClH:1].[Cl:1][C:2]1[CH:3]=[C:4]([CH:9]2[CH:15]([CH2:16][O:17][CH3:18])[O:14][CH2:13][CH2:12][NH:11][CH2:10]2)[CH:5]=[CH:6][C:7]=1[Cl:8], predict the reactants needed to synthesize it. The reactants are: [Cl:1][C:2]1[CH:3]=[C:4]([CH:9]2[CH:15]([CH2:16][O:17][CH3:18])[O:14][CH2:13][CH2:12][N:11](C(OC(C)(C)C)=O)[CH2:10]2)[CH:5]=[CH:6][C:7]=1[Cl:8].Cl.C(O)C.